This data is from Peptide-MHC class II binding affinity with 134,281 pairs from IEDB. The task is: Regression. Given a peptide amino acid sequence and an MHC pseudo amino acid sequence, predict their binding affinity value. This is MHC class II binding data. (1) The peptide sequence is GKWLDAKSTWYGKPT. The MHC is DRB3_0101 with pseudo-sequence DRB3_0101. The binding affinity (normalized) is 0.242. (2) The peptide sequence is CIPSLEAAVKQAYAA. The MHC is HLA-DPA10201-DPB10101 with pseudo-sequence HLA-DPA10201-DPB10101. The binding affinity (normalized) is 0.178. (3) The peptide sequence is PCREQDELIGRGRVS. The MHC is HLA-DQA10501-DQB10302 with pseudo-sequence HLA-DQA10501-DQB10302. The binding affinity (normalized) is 0.364. (4) The peptide sequence is EKKYFEATQFEPLAA. The MHC is HLA-DPA10201-DPB10501 with pseudo-sequence HLA-DPA10201-DPB10501. The binding affinity (normalized) is 0.856. (5) The peptide sequence is SHDVLTVQFLILGML. The MHC is H-2-IEd with pseudo-sequence H-2-IEd. The binding affinity (normalized) is 0. (6) The peptide sequence is GELQIVDKIDAACKI. The MHC is DRB1_1501 with pseudo-sequence DRB1_1501. The binding affinity (normalized) is 0.392. (7) The peptide sequence is GSHLVEALYLVCGER. The MHC is DRB1_0404 with pseudo-sequence DRB1_0404. The binding affinity (normalized) is 0.318.